The task is: Predict the reactants needed to synthesize the given product.. This data is from Full USPTO retrosynthesis dataset with 1.9M reactions from patents (1976-2016). (1) Given the product [CH2:24]([C:20]1([CH2:19][O:18][C:27]2[CH:32]=[CH:31][C:30]([C:5]([OH:6])=[O:1])=[CH:29][CH:28]=2)[CH2:21][O:22][CH2:23]1)[CH3:25], predict the reactants needed to synthesize it. The reactants are: [OH-:1].[K+].CN(C)[CH:5]=[O:6].S([O:18][CH2:19][C:20]1([CH2:24][CH3:25])[CH2:23][O:22][CH2:21]1)(C1C=CC(C)=CC=1)(=O)=O.O.[C:27]1(C)[CH:32]=[CH:31][CH:30]=[CH:29][CH:28]=1. (2) Given the product [C:20]([O:19][C:17]([N:24]1[CH2:29][CH2:28][CH:27]([N:13]2[CH2:14][CH2:15][N:10]([C@H:8]([C:5]3[CH:6]=[CH:7][C:2]([Br:1])=[CH:3][CH:4]=3)[CH3:9])[C@H:11]([CH3:16])[CH2:12]2)[CH2:26][CH2:25]1)=[O:18])([CH3:23])([CH3:21])[CH3:22], predict the reactants needed to synthesize it. The reactants are: [Br:1][C:2]1[CH:7]=[CH:6][C:5]([CH:8]([N:10]2[CH2:15][CH2:14][NH:13][CH2:12][CH:11]2[CH3:16])[CH3:9])=[CH:4][CH:3]=1.[C:17]([N:24]1[CH2:29][CH2:28][C:27](=O)[CH2:26][CH2:25]1)([O:19][C:20]([CH3:23])([CH3:22])[CH3:21])=[O:18].C(O[BH-](OC(=O)C)OC(=O)C)(=O)C.[Na+]. (3) Given the product [P:37]([O:33][C@@:27]([CH3:32])([CH2:26][CH2:25][C:23]1[O:22][N:21]=[C:20]([C:18]2[CH:17]=[CH:16][C:15]([CH3:34])=[C:14]([NH:13][C:11]([C:8]3[N:5]4[CH:6]=[CH:7][C:2]([CH3:1])=[CH:3][C:4]4=[N:10][CH:9]=3)=[O:12])[CH:19]=2)[N:24]=1)[C:28]([F:30])([F:29])[F:31])([O:40][CH3:41])([O:38][CH3:39])=[O:42], predict the reactants needed to synthesize it. The reactants are: [CH3:1][C:2]1[CH:7]=[CH:6][N:5]2[C:8]([C:11]([NH:13][C:14]3[CH:19]=[C:18]([C:20]4[N:24]=[C:23]([CH2:25][CH2:26][C@@:27]([OH:33])([CH3:32])[C:28]([F:31])([F:30])[F:29])[O:22][N:21]=4)[CH:17]=[CH:16][C:15]=3[CH3:34])=[O:12])=[CH:9][N:10]=[C:4]2[CH:3]=1.[H-].[Na+].[P:37](Cl)(=[O:42])([O:40][CH3:41])[O:38][CH3:39]. (4) Given the product [Cl:1][C:2]1[N:3]=[N:4][C:5]([O:16][C:11]2[CH:12]=[CH:13][CH:14]=[CH:15][C:10]=2[CH3:9])=[CH:6][CH:7]=1, predict the reactants needed to synthesize it. The reactants are: [Cl:1][C:2]1[N:3]=[N:4][C:5](Cl)=[CH:6][CH:7]=1.[CH3:9][C:10]1[CH:15]=[CH:14][CH:13]=[CH:12][C:11]=1[OH:16].C(=O)([O-])[O-].[K+].[K+].